This data is from Forward reaction prediction with 1.9M reactions from USPTO patents (1976-2016). The task is: Predict the product of the given reaction. (1) Given the reactants C[O:2][C:3]1[CH:4]=[C:5]2[C:18](=[C:19]([O:21]C)[CH:20]=1)[O:17][CH2:16][C@H:15]1[C@@:6]2([CH3:26])[CH2:7][CH2:8][C@@H:9]2[C@:14]1([CH3:23])[CH2:13][CH2:12][CH2:11][C:10]2([CH3:25])[CH3:24].B(Br)(Br)Br, predict the reaction product. The product is: [CH3:26][C@@:6]12[CH2:7][CH2:8][C@@H:9]3[C@:14]([CH3:23])([CH2:13][CH2:12][CH2:11][C:10]3([CH3:24])[CH3:25])[C@H:15]1[CH2:16][O:17][C:18]1[C:5]2=[CH:4][C:3]([OH:2])=[CH:20][C:19]=1[OH:21]. (2) Given the reactants C(=O)(O)O.ClC(Cl)C.C([N:16]1[CH2:20][C@H:19]([C:21]2[CH:26]=[CH:25][C:24]([N+:27]([O-:29])=[O:28])=[CH:23][CH:22]=2)[C@@H:18]([CH2:30][O:31][Si:32]([C:35]([CH3:38])([CH3:37])[CH3:36])([CH3:34])[CH3:33])[CH2:17]1)C1C=CC=CC=1.C(=O)([O-])[O-].[Na+].[Na+], predict the reaction product. The product is: [Si:32]([O:31][CH2:30][C@@H:18]1[C@@H:19]([C:21]2[CH:22]=[CH:23][C:24]([N+:27]([O-:29])=[O:28])=[CH:25][CH:26]=2)[CH2:20][NH:16][CH2:17]1)([C:35]([CH3:38])([CH3:37])[CH3:36])([CH3:34])[CH3:33]. (3) Given the reactants [C:1](O[C:1](=[O:4])[CH2:2][CH3:3])(=[O:4])[CH2:2][CH3:3].[NH2:10][CH2:11][C@H:12]1[O:16][C:15](=[O:17])[N:14]([C:18]2[CH:19]=[C:20]3[C:24](=[CH:25][CH:26]=2)[N:23]([CH:27]2[CH2:29][CH2:28]2)[C:22](=[O:30])[CH2:21]3)[CH2:13]1.C(N(C(C)C)CC)(C)C, predict the reaction product. The product is: [CH:27]1([N:23]2[C:24]3[C:20](=[CH:19][C:18]([N:14]4[CH2:13][C@H:12]([CH2:11][NH:10][C:1](=[O:4])[CH2:2][CH3:3])[O:16][C:15]4=[O:17])=[CH:26][CH:25]=3)[CH2:21][C:22]2=[O:30])[CH2:29][CH2:28]1. (4) Given the reactants Br[C:2]1[CH:14]=[CH:13][C:5]([C:6]([O:8][C:9]([CH3:12])([CH3:11])[CH3:10])=[O:7])=[C:4]([F:15])[CH:3]=1.C(=O)([O-])[O-].[Cs+].[Cs+].CC1(C)C2C=CC=C(P(C3C=CC=CC=3)C3C=CC=CC=3)C=2OC2C1=CC=CC=2P(C1C=CC=CC=1)C1C=CC=CC=1.[CH:64]1[C:76]2[NH:75][C:74]3[C:69](=[CH:70][CH:71]=[CH:72][CH:73]=3)[C:68]=2[C:67]([C:77]2[CH:78]=[CH:79][C:80]([C:83]#[N:84])=[N:81][CH:82]=2)=[CH:66][CH:65]=1, predict the reaction product. The product is: [C:83]([C:80]1[N:81]=[CH:82][C:77]([C:67]2[C:68]3[C:69]4[C:74](=[CH:73][CH:72]=[CH:71][CH:70]=4)[N:75]([C:2]4[CH:14]=[CH:13][C:5]([C:6]([O:8][C:9]([CH3:12])([CH3:11])[CH3:10])=[O:7])=[C:4]([F:15])[CH:3]=4)[C:76]=3[CH:64]=[CH:65][CH:66]=2)=[CH:78][CH:79]=1)#[N:84]. (5) Given the reactants [Br:1]N1C(=O)CCC1=O.[Cl:9][C:10]1[N:15]=[C:14]([NH2:16])[N:13]=[C:12]2[NH:17][N:18]=[CH:19][C:11]=12, predict the reaction product. The product is: [Br:1][C:19]1[C:11]2[C:12](=[N:13][C:14]([NH2:16])=[N:15][C:10]=2[Cl:9])[NH:17][N:18]=1. (6) Given the reactants Br[C:2]1[C:3]([C:12]#[N:13])=[N:4][N:5]([CH2:8][CH2:9][CH2:10][CH3:11])[C:6]=1[CH3:7].Cl.[NH2:15][C:16]1[CH:21]=[CH:20][CH:19]=[CH:18][C:17]=1B(O)O, predict the reaction product. The product is: [NH2:15][C:16]1[CH:21]=[CH:20][CH:19]=[CH:18][C:17]=1[C:2]1[C:3]([C:12]#[N:13])=[N:4][N:5]([CH2:8][CH2:9][CH2:10][CH3:11])[C:6]=1[CH3:7]. (7) Given the reactants [C:1](=[O:23])(OC1C=CC([N+]([O-])=O)=CC=1)[O:2][C:3]1[CH:8]=[CH:7][C:6]([NH:9][C:10](=[O:12])[CH3:11])=[CH:5][CH:4]=1.[NH2:24][CH2:25][CH2:26][S:27]([O-:29])=[O:28].[Na+].OC1C=CC(NC(=O)C)=CC=1.O, predict the reaction product. The product is: [C:10]([NH:9][C:6]1[CH:5]=[CH:4][C:3]([O:2][C:1]([NH:24][CH2:25][CH2:26][S:27]([OH:29])=[O:28])=[O:23])=[CH:8][CH:7]=1)(=[O:12])[CH3:11].